Dataset: Catalyst prediction with 721,799 reactions and 888 catalyst types from USPTO. Task: Predict which catalyst facilitates the given reaction. (1) Reactant: Cl[C:2]1[C:11]2=[N:12][N:13](CC3C=CC(OC)=CC=3)[CH:14]=[C:10]2[C:9]2[C:8]([O:24][CH3:25])=[CH:7][CH:6]=[CH:5][C:4]=2[N:3]=1.[CH3:26][N:27]1[CH2:32][CH2:31][N:30]([C:33]2[CH:39]=[CH:38][C:36]([NH2:37])=[CH:35][CH:34]=2)[CH2:29][CH2:28]1.Cl. Product: [CH3:25][O:24][C:8]1[C:9]2[C:10]3[C:11](=[N:12][NH:13][CH:14]=3)[C:2]([NH:37][C:36]3[CH:35]=[CH:34][C:33]([N:30]4[CH2:29][CH2:28][N:27]([CH3:26])[CH2:32][CH2:31]4)=[CH:39][CH:38]=3)=[N:3][C:4]=2[CH:5]=[CH:6][CH:7]=1. The catalyst class is: 71. (2) Reactant: [C:1]1(=O)[CH2:6][CH2:5][CH2:4][CH2:3][CH2:2]1.Cl.[F:9][C:10]1[CH:15]=[CH:14][C:13]([NH:16]N)=[C:12]([CH3:18])[CH:11]=1. Product: [F:9][C:10]1[CH:15]=[C:14]2[C:13](=[C:12]([CH3:18])[CH:11]=1)[NH:16][C:2]1[CH2:3][CH2:4][CH2:5][CH2:6][C:1]2=1. The catalyst class is: 14. (3) Reactant: [Cl:1][C:2]1[CH:7]=[CH:6][C:5]([NH:8]C(=O)OC(C)(C)C)=[C:4]([CH:16]([OH:26])[C:17]2[CH:22]=[CH:21][CH:20]=[C:19]([O:23][CH3:24])[C:18]=2[CH3:25])[CH:3]=1. Product: [NH2:8][C:5]1[CH:6]=[CH:7][C:2]([Cl:1])=[CH:3][C:4]=1[CH:16]([C:17]1[CH:22]=[CH:21][CH:20]=[C:19]([O:23][CH3:24])[C:18]=1[CH3:25])[OH:26]. The catalyst class is: 12. (4) Reactant: C([O:4][C@H:5]1[CH2:10][CH2:9][C@@:8]([C@H:12]2[CH2:20][CH2:19][C@@:18]3([CH3:21])[C@@H:14]([CH2:15][CH2:16][C:17]3=[CH2:22])[C@@H:13]2[CH2:23][NH2:24])([CH3:11])[C@@H:7]([CH2:25][OH:26])[CH2:6]1)(=O)C.[C:27](O[C:27]([O:29][C:30]([CH3:33])([CH3:32])[CH3:31])=[O:28])([O:29][C:30]([CH3:33])([CH3:32])[CH3:31])=[O:28].CCOC(C)=O. Product: [OH:4][C@H:5]1[CH2:10][CH2:9][C@@:8]([C@H:12]2[CH2:20][CH2:19][C@@:18]3([CH3:21])[C@@H:14]([CH2:15][CH2:16][C:17]3=[CH2:22])[C@@H:13]2[CH2:23][NH:24][C:27](=[O:28])[O:29][C:30]([CH3:33])([CH3:32])[CH3:31])([CH3:11])[C@@H:7]([CH2:25][OH:26])[CH2:6]1. The catalyst class is: 90. (5) Reactant: [CH3:1][O:2][C:3](=[O:16])[C:4]1[CH:9]=[C:8](I)[C:7]([C:11]([F:14])([F:13])[F:12])=[CH:6][C:5]=1[NH2:15].[CH3:17][N:18]1[CH:22]=[C:21](B2OC(C)(C)C(C)(C)O2)[CH:20]=[N:19]1.C([O-])([O-])=O.[K+].[K+].C1(P(C2C=CC=CC=2)C2C=CC=CC=2)C=CC=CC=1. Product: [CH3:1][O:2][C:3](=[O:16])[C:4]1[CH:9]=[C:8]([C:21]2[CH:20]=[N:19][N:18]([CH3:17])[CH:22]=2)[C:7]([C:11]([F:14])([F:13])[F:12])=[CH:6][C:5]=1[NH2:15]. The catalyst class is: 12.